The task is: Predict the product of the given reaction.. This data is from Forward reaction prediction with 1.9M reactions from USPTO patents (1976-2016). (1) Given the reactants [N:1]1[C:2]([C:10]([O-:12])=[O:11])=[CH:3][N:4]2[CH:9]=[CH:8][CH:7]=[CH:6][C:5]=12.CC(C)(OC(NC1N=C(C2C=CC3N(C=C(C(O)=O)N=3)C=2)C=CC=1)=O)C, predict the reaction product. The product is: [N:1]1[C:2]([C:10]([OH:12])=[O:11])=[CH:3][N:4]2[CH:9]=[CH:8][CH:7]=[CH:6][C:5]=12. (2) Given the reactants [Cl:1][C:2]1[CH:3]=[C:4]([C:8]2[N:13]=[C:12]([C:14]([OH:16])=O)[CH:11]=[CH:10][CH:9]=2)[CH:5]=[CH:6][CH:7]=1.[CH3:17][C:18]([NH2:25])([C:20]1[O:21][CH:22]=[N:23][N:24]=1)[CH3:19], predict the reaction product. The product is: [CH3:17][C:18]([NH:25][C:14]([C:12]1[CH:11]=[CH:10][CH:9]=[C:8]([C:4]2[CH:5]=[CH:6][CH:7]=[C:2]([Cl:1])[CH:3]=2)[N:13]=1)=[O:16])([C:20]1[O:21][CH:22]=[N:23][N:24]=1)[CH3:19]. (3) The product is: [CH2:1]([O:5][C:6]1[CH:11]=[CH:10][C:9]([S:12]([C:15]2([C:24]([OH:26])=[O:25])[NH:21][CH2:20][CH2:19][CH2:18][S:17][C:16]2([CH3:22])[CH3:23])(=[O:13])=[O:14])=[CH:8][CH:7]=1)[C:2]#[C:3][CH3:4]. Given the reactants [CH2:1]([O:5][C:6]1[CH:11]=[CH:10][C:9]([S:12]([C:15]2([C:24]([O-:26])=[O:25])[NH:21][CH2:20][CH2:19][CH2:18][S:17][C:16]2([CH3:23])[CH3:22])(=[O:14])=[O:13])=[CH:8][CH:7]=1)[C:2]#[C:3][CH3:4].FC(F)(F)C(O)=O, predict the reaction product. (4) Given the reactants [CH3:1][O:2][C:3]1[C:12]2[C:7](=[CH:8][CH:9]=[CH:10][CH:11]=2)[N:6]=[C:5](OS(C(F)(F)F)(=O)=O)[CH:4]=1.[NH2:21][CH2:22][CH2:23][CH2:24][NH:25][C:26](=[O:32])[O:27][C:28]([CH3:31])([CH3:30])[CH3:29].C(N(C(C)C)CC)(C)C, predict the reaction product. The product is: [C:28]([O:27][C:26](=[O:32])[NH:25][CH2:24][CH2:23][CH2:22][NH:21][C:5]1[CH:4]=[C:3]([O:2][CH3:1])[C:12]2[C:7](=[CH:8][CH:9]=[CH:10][CH:11]=2)[N:6]=1)([CH3:31])([CH3:29])[CH3:30]. (5) Given the reactants [OH:1][C:2]1[CH:11]=[C:10]2[C:5]([C:6](=[O:24])[C:7]([C:16]3[CH:23]=[CH:22][C:19]([C:20]#[N:21])=[CH:18][CH:17]=3)=[C:8]([C:12]([F:15])([F:14])[F:13])[O:9]2)=[CH:4][CH:3]=1.[Si]([N:29]=[N+:30]=[N-:31])(C)(C)C, predict the reaction product. The product is: [NH:29]1[C:20]([C:19]2[CH:22]=[CH:23][C:16]([C:7]3[C:6](=[O:24])[C:5]4[C:10](=[CH:11][C:2]([OH:1])=[CH:3][CH:4]=4)[O:9][C:8]=3[C:12]([F:15])([F:13])[F:14])=[CH:17][CH:18]=2)=[N:21][N:31]=[N:30]1. (6) Given the reactants [H-].[Na+].Br[C:4]1[CH:8]=[CH:7][S:6][C:5]=1[C:9]1[O:10][C:11]2[CH:17]=[CH:16][C:15]([C:18]([F:24])([F:23])[C:19]([F:22])([F:21])[F:20])=[CH:14][C:12]=2[N:13]=1.[CH2:25]([SH:27])[CH3:26].[OH2:28].CN1C(=[O:35])CCC1, predict the reaction product. The product is: [CH2:25]([S:27]([C:4]1[CH:8]=[CH:7][S:6][C:5]=1[C:9]1[O:10][C:11]2[CH:17]=[CH:16][C:15]([C:18]([F:24])([F:23])[C:19]([F:22])([F:21])[F:20])=[CH:14][C:12]=2[N:13]=1)(=[O:35])=[O:28])[CH3:26]. (7) Given the reactants N1C=CC=CC=1.[CH2:7]([C:10]1[CH:15]=[CH:14][CH:13]=[CH:12][C:11]=1[OH:16])[CH2:8][CH3:9].[F:17][C:18]([F:31])([F:30])[S:19](O[S:19]([C:18]([F:31])([F:30])[F:17])(=[O:21])=[O:20])(=[O:21])=[O:20].O, predict the reaction product. The product is: [CH2:7]([C:10]1[CH:15]=[CH:14][CH:13]=[CH:12][C:11]=1[O:16][S:19]([C:18]([F:31])([F:30])[F:17])(=[O:21])=[O:20])[CH2:8][CH3:9]. (8) Given the reactants [Cl:1][C:2]1[CH:3]=[CH:4][C:5]2[O:10][CH:9]([C:11]([N:13]3[CH2:18][CH2:17][N:16]([CH2:19][C:20]4[CH:25]=[CH:24][C:23]([F:26])=[CH:22][CH:21]=4)[CH2:15][CH2:14]3)=[O:12])[CH2:8][NH:7][C:6]=2[CH:27]=1.Cl[CH2:29][C:30](Cl)=[O:31].[CH2:33]([N:35](CC)[CH2:36]C)C, predict the reaction product. The product is: [Cl:1][C:2]1[CH:3]=[CH:4][C:5]2[O:10][CH:9]([C:11]([N:13]3[CH2:14][CH2:15][N:16]([CH2:19][C:20]4[CH:25]=[CH:24][C:23]([F:26])=[CH:22][CH:21]=4)[CH2:17][CH2:18]3)=[O:12])[CH2:8][N:7]([C:30](=[O:31])[CH2:29][N:35]([CH3:36])[CH3:33])[C:6]=2[CH:27]=1.